This data is from Peptide-MHC class II binding affinity with 134,281 pairs from IEDB. The task is: Regression. Given a peptide amino acid sequence and an MHC pseudo amino acid sequence, predict their binding affinity value. This is MHC class II binding data. (1) The peptide sequence is IIGVLEQGKRTLTPQ. The MHC is DRB5_0101 with pseudo-sequence DRB5_0101. The binding affinity (normalized) is 0.258. (2) The peptide sequence is VFLGSAYGIPKVPPG. The MHC is DRB1_1201 with pseudo-sequence DRB1_1201. The binding affinity (normalized) is 0.366.